From a dataset of Blood-brain barrier permeability classification from the B3DB database. Regression/Classification. Given a drug SMILES string, predict its absorption, distribution, metabolism, or excretion properties. Task type varies by dataset: regression for continuous measurements (e.g., permeability, clearance, half-life) or binary classification for categorical outcomes (e.g., BBB penetration, CYP inhibition). Dataset: b3db_classification. (1) The molecule is Cn1c(C(=O)N2CCCC[C@H]2c2cccnc2)cc2ccccc21. The result is 1 (penetrates BBB). (2) The molecule is CC[C@H](NC(=O)c1c(O)c(-c2ccccc2)nc2ccccc12)c1ccccc1. The result is 1 (penetrates BBB). (3) The drug is CCS(=O)(=O)[C@H]1[C@H](c2ccc3c(c2)OCO3)C1(C#N)C#N. The result is 1 (penetrates BBB).